From a dataset of Catalyst prediction with 721,799 reactions and 888 catalyst types from USPTO. Predict which catalyst facilitates the given reaction. Reactant: [NH2:1][C@H:2]1[CH2:6][CH2:5][N:4]([C:7]2[CH:16]=[CH:15][C:10]([C:11]([O:13][CH3:14])=[O:12])=[CH:9][CH:8]=2)[CH2:3]1.[CH3:17][C:18]([O:21][C:22](O[C:22]([O:21][C:18]([CH3:20])([CH3:19])[CH3:17])=[O:23])=[O:23])([CH3:20])[CH3:19]. Product: [C:18]([O:21][C:22]([NH:1][C@H:2]1[CH2:6][CH2:5][N:4]([C:7]2[CH:16]=[CH:15][C:10]([C:11]([O:13][CH3:14])=[O:12])=[CH:9][CH:8]=2)[CH2:3]1)=[O:23])([CH3:20])([CH3:19])[CH3:17]. The catalyst class is: 2.